Dataset: Reaction yield outcomes from USPTO patents with 853,638 reactions. Task: Predict the reaction yield, written as a fraction of the theoretical maximum amount of product (1.0 means a 100% yield; for example, 0.34 means a 34% yield). (1) The reactants are [H-].[Al+3].[Li+].[H-].[H-].[H-].C[O:8][C:9]([C:11]1[C:20]([CH3:21])=[C:19]([O:22][CH2:23][C:24]2[CH:29]=[CH:28][CH:27]=[CH:26][CH:25]=2)[C:18]2[C:13](=[CH:14][CH:15]=[C:16]([F:30])[CH:17]=2)[CH:12]=1)=O.Cl. The catalyst is O1CCCC1. The product is [CH2:23]([O:22][C:19]1[C:18]2[C:13](=[CH:14][CH:15]=[C:16]([F:30])[CH:17]=2)[CH:12]=[C:11]([CH2:9][OH:8])[C:20]=1[CH3:21])[C:24]1[CH:25]=[CH:26][CH:27]=[CH:28][CH:29]=1. The yield is 0.920. (2) The reactants are [H-].[Na+].[Cl:3][C:4]1[CH:5]=[C:6]2[C:10](=[CH:11][CH:12]=1)[NH:9][C:8](=[O:13])[C:7]2=[O:14].[CH3:15][O:16][C:17](=[O:26])[CH:18](Br)[CH2:19][CH:20]1[CH2:24][CH2:23][CH2:22][CH2:21]1. The catalyst is CN(C)C=O.O. The product is [CH3:15][O:16][C:17](=[O:26])[CH:18]([N:9]1[C:10]2[C:6](=[CH:5][C:4]([Cl:3])=[CH:12][CH:11]=2)[C:7](=[O:14])[C:8]1=[O:13])[CH2:19][CH:20]1[CH2:21][CH2:22][CH2:23][CH2:24]1. The yield is 0.690. (3) The reactants are [OH-].[Na+].C([O:5][C:6]([C:8]1[NH:9][CH:10]=[C:11]([CH2:14][CH2:15][C:16]2[CH:21]=[CH:20][C:19]([Cl:22])=[CH:18][CH:17]=2)[C:12]=1[CH3:13])=[O:7])C. The catalyst is O1CCOCC1.O. The product is [Cl:22][C:19]1[CH:18]=[CH:17][C:16]([CH2:15][CH2:14][C:11]2[C:12]([CH3:13])=[C:8]([C:6]([OH:7])=[O:5])[NH:9][CH:10]=2)=[CH:21][CH:20]=1. The yield is 0.660.